Dataset: NCI-60 drug combinations with 297,098 pairs across 59 cell lines. Task: Regression. Given two drug SMILES strings and cell line genomic features, predict the synergy score measuring deviation from expected non-interaction effect. (1) Drug 1: CC1C(C(=O)NC(C(=O)N2CCCC2C(=O)N(CC(=O)N(C(C(=O)O1)C(C)C)C)C)C(C)C)NC(=O)C3=C4C(=C(C=C3)C)OC5=C(C(=O)C(=C(C5=N4)C(=O)NC6C(OC(=O)C(N(C(=O)CN(C(=O)C7CCCN7C(=O)C(NC6=O)C(C)C)C)C)C(C)C)C)N)C. Drug 2: C1C(C(OC1N2C=NC3=C(N=C(N=C32)Cl)N)CO)O. Cell line: IGROV1. Synergy scores: CSS=20.4, Synergy_ZIP=-5.86, Synergy_Bliss=-1.64, Synergy_Loewe=1.09, Synergy_HSA=1.19. (2) Drug 1: CC1C(C(CC(O1)OC2CC(CC3=C2C(=C4C(=C3O)C(=O)C5=C(C4=O)C(=CC=C5)OC)O)(C(=O)C)O)N)O.Cl. Drug 2: C1=NC2=C(N=C(N=C2N1C3C(C(C(O3)CO)O)F)Cl)N. Cell line: OVCAR3. Synergy scores: CSS=53.3, Synergy_ZIP=7.40, Synergy_Bliss=8.03, Synergy_Loewe=5.49, Synergy_HSA=9.33. (3) Synergy scores: CSS=33.6, Synergy_ZIP=-9.20, Synergy_Bliss=-2.84, Synergy_Loewe=-1.95, Synergy_HSA=-1.82. Drug 2: CC1C(C(CC(O1)OC2CC(OC(C2O)C)OC3=CC4=CC5=C(C(=O)C(C(C5)C(C(=O)C(C(C)O)O)OC)OC6CC(C(C(O6)C)O)OC7CC(C(C(O7)C)O)OC8CC(C(C(O8)C)O)(C)O)C(=C4C(=C3C)O)O)O)O. Cell line: LOX IMVI. Drug 1: CN(C)N=NC1=C(NC=N1)C(=O)N. (4) Drug 1: CC=C1C(=O)NC(C(=O)OC2CC(=O)NC(C(=O)NC(CSSCCC=C2)C(=O)N1)C(C)C)C(C)C. Drug 2: CC1CCCC2(C(O2)CC(NC(=O)CC(C(C(=O)C(C1O)C)(C)C)O)C(=CC3=CSC(=N3)C)C)C. Cell line: RXF 393. Synergy scores: CSS=56.7, Synergy_ZIP=7.70, Synergy_Bliss=7.62, Synergy_Loewe=10.2, Synergy_HSA=12.1. (5) Drug 1: C1C(C(OC1N2C=C(C(=O)NC2=O)F)CO)O. Drug 2: CCC1=C2CN3C(=CC4=C(C3=O)COC(=O)C4(CC)O)C2=NC5=C1C=C(C=C5)O. Cell line: COLO 205. Synergy scores: CSS=52.3, Synergy_ZIP=-4.59, Synergy_Bliss=-4.40, Synergy_Loewe=1.49, Synergy_HSA=3.11. (6) Synergy scores: CSS=-2.45, Synergy_ZIP=3.38, Synergy_Bliss=3.76, Synergy_Loewe=-2.48, Synergy_HSA=-1.60. Drug 2: CCN(CC)CCNC(=O)C1=C(NC(=C1C)C=C2C3=C(C=CC(=C3)F)NC2=O)C. Cell line: SK-MEL-2. Drug 1: CC1=C(C=C(C=C1)NC2=NC=CC(=N2)N(C)C3=CC4=NN(C(=C4C=C3)C)C)S(=O)(=O)N.Cl. (7) Drug 1: CC=C1C(=O)NC(C(=O)OC2CC(=O)NC(C(=O)NC(CSSCCC=C2)C(=O)N1)C(C)C)C(C)C. Drug 2: CS(=O)(=O)CCNCC1=CC=C(O1)C2=CC3=C(C=C2)N=CN=C3NC4=CC(=C(C=C4)OCC5=CC(=CC=C5)F)Cl. Cell line: MDA-MB-231. Synergy scores: CSS=29.1, Synergy_ZIP=-1.73, Synergy_Bliss=-0.257, Synergy_Loewe=-45.5, Synergy_HSA=-0.0369. (8) Drug 1: CC1=CC=C(C=C1)C2=CC(=NN2C3=CC=C(C=C3)S(=O)(=O)N)C(F)(F)F. Drug 2: CC12CCC3C(C1CCC2O)C(CC4=C3C=CC(=C4)O)CCCCCCCCCS(=O)CCCC(C(F)(F)F)(F)F. Cell line: OVCAR-4. Synergy scores: CSS=0.393, Synergy_ZIP=2.72, Synergy_Bliss=4.29, Synergy_Loewe=-4.67, Synergy_HSA=-2.57. (9) Drug 1: C1=C(C(=O)NC(=O)N1)N(CCCl)CCCl. Drug 2: C1=NC2=C(N=C(N=C2N1C3C(C(C(O3)CO)O)O)F)N. Cell line: SR. Synergy scores: CSS=55.9, Synergy_ZIP=0.535, Synergy_Bliss=0.993, Synergy_Loewe=-9.93, Synergy_HSA=1.59.